Task: Predict the product of the given reaction.. Dataset: Forward reaction prediction with 1.9M reactions from USPTO patents (1976-2016) The product is: [C:30]([C:26]1[CH:27]=[C:28]2[C:23](=[CH:24][CH:25]=1)[C:22](=[O:34])[N:21]([C:7]1[CH:8]=[CH:9][CH:10]=[C:11]([C:36]3[CH:37]=[C:38]([NH:44][C:45]4[CH:49]=[CH:48][N:47]([CH2:50][CH3:51])[N:46]=4)[C:39](=[O:43])[N:40]([CH3:42])[CH:41]=3)[C:6]=1[CH2:5][OH:4])[CH2:29]2)([CH3:33])([CH3:31])[CH3:32]. Given the reactants C([O:4][CH2:5][C:6]1[C:11](B2OC(C)(C)C(C)(C)O2)=[CH:10][CH:9]=[CH:8][C:7]=1[N:21]1[CH2:29][C:28]2[C:23](=[CH:24][CH:25]=[C:26]([C:30]([CH3:33])([CH3:32])[CH3:31])[CH:27]=2)[C:22]1=[O:34])(=O)C.Br[C:36]1[CH:37]=[C:38]([NH:44][C:45]2[CH:49]=[CH:48][N:47]([CH2:50][CH3:51])[N:46]=2)[C:39](=[O:43])[N:40]([CH3:42])[CH:41]=1, predict the reaction product.